Task: Predict the reaction yield, written as a fraction of the theoretical maximum amount of product (1.0 means a 100% yield; for example, 0.34 means a 34% yield).. Dataset: Reaction yield outcomes from USPTO patents with 853,638 reactions (1) The reactants are [Br:1][C:2]1[CH:3]=[CH:4][C:5]([Cl:10])=[C:6]([CH:9]=1)[CH2:7][OH:8].[CH:11]([Si:14](Cl)([CH:18]([CH3:20])[CH3:19])[CH:15]([CH3:17])[CH3:16])([CH3:13])[CH3:12]. The catalyst is CN(C)C=O.CN(C)C1C=CN=CC=1.[Cl-].[NH4+]. The product is [Br:1][C:2]1[CH:3]=[CH:4][C:5]([Cl:10])=[C:6]([CH:9]=1)[CH2:7][O:8][Si:14]([CH:18]([CH3:20])[CH3:19])([CH:15]([CH3:17])[CH3:16])[CH:11]([CH3:13])[CH3:12]. The yield is 0.950. (2) The reactants are F[C:2]1[CH:3]=[C:4]([C:9]2[O:13][N:12]=[C:11]([C:14]([N:16]3[CH2:21][C@H:20]([CH2:22][CH:23]([CH3:25])[CH3:24])[NH:19][C:18](=[O:26])[C@@H:17]3[CH2:27][CH:28]([CH3:30])[CH3:29])=[O:15])[CH:10]=2)[CH:5]=[CH:6][C:7]=1F.C([C@@H]1NC[C@H](CC(C)C)NC1=O)C(C)C.[Cl:46]C1C=C(C2ON=C(C(O)=O)C=2)C=CC=1. No catalyst specified. The product is [Cl:46][C:2]1[CH:3]=[C:4]([C:9]2[O:13][N:12]=[C:11]([C:14]([N:16]3[CH2:21][C@H:20]([CH2:22][CH:23]([CH3:25])[CH3:24])[NH:19][C:18](=[O:26])[C@@H:17]3[CH2:27][CH:28]([CH3:30])[CH3:29])=[O:15])[CH:10]=2)[CH:5]=[CH:6][CH:7]=1. The yield is 0.503. (3) The reactants are [NH2:1][C:2]1[CH:10]=[C:9]([N+:11]([O-:13])=[O:12])[CH:8]=[CH:7][C:3]=1[C:4]([OH:6])=O.N1[CH:18]=[CH:17]N=C1.C(Cl)(=O)C.Cl.[NH2:24][CH:25]1[CH2:30][CH2:29][C:28](=[O:31])[NH:27][C:26]1=[O:32].P(OC1C=CC=CC=1)(OC1C=CC=CC=1)OC1C=CC=CC=1. The catalyst is C(#N)C.O. The product is [CH3:17][C:18]1[N:24]([CH:25]2[CH2:30][CH2:29][C:28](=[O:31])[NH:27][C:26]2=[O:32])[C:4](=[O:6])[C:3]2[C:2](=[CH:10][C:9]([N+:11]([O-:13])=[O:12])=[CH:8][CH:7]=2)[N:1]=1. The yield is 0.550. (4) The reactants are C(OC([NH:8][C:9]1[S:10][C:11]([CH2:19][N:20]2[CH2:25][CH2:24][O:23][CH2:22][CH2:21]2)=[C:12]([C:14]2[O:15][CH:16]=[CH:17][CH:18]=2)[N:13]=1)=O)(C)(C)C. The catalyst is FC(F)(F)C(O)=O. The product is [NH2:8][C:9]1[S:10][C:11]([CH2:19][N:20]2[CH2:21][CH2:22][O:23][CH2:24][CH2:25]2)=[C:12]([C:14]2[O:15][CH:16]=[CH:17][CH:18]=2)[N:13]=1. The yield is 1.00.